From a dataset of Kinase inhibitor binding affinity data with 442 proteins and 68 drugs (Kd values). Regression. Given a target protein amino acid sequence and a drug SMILES string, predict the binding affinity score between them. We predict pKd (pKd = -log10(Kd in M); higher means stronger binding). Dataset: davis. (1) The target protein is PFCDPK1(Pfalciparum). The compound is CNC1CC2OC(C)(C1OC)n1c3ccccc3c3c4c(c5c6ccccc6n2c5c31)C(=O)NC4. The pKd is 9.5. (2) The compound is O=C(NC1CCNCC1)c1[nH]ncc1NC(=O)c1c(Cl)cccc1Cl. The target protein (PIK3CA(Q546K)) has sequence TMPPRPSSGELWGIHLMPPRILVECLLPNGMIVTLECLREATLITIKHELFKEARKYPLHQLLQDESSYIFVSVTQEAEREEFFDETRRLCDLRLFQPFLKVIEPVGNREEKILNREIGFAIGMPVCEFDMVKDPEVQDFRRNILNVCKEAVDLRDLNSPHSRAMYVYPPNVESSPELPKHIYNKLDKGQIIVVIWVIVSPNNDKQKYTLKINHDCVPEQVIAEAIRKKTRSMLLSSEQLKLCVLEYQGKYILKVCGCDEYFLEKYPLSQYKYIRSCIMLGRMPNLMLMAKESLYSQLPMDCFTMPSYSRRISTATPYMNGETSTKSLWVINSALRIKILCATYVNVNIRDIDKIYVRTGIYHGGEPLCDNVNTQRVPCSNPRWNEWLNYDIYIPDLPRAARLCLSICSVKGRKGAKEEHCPLAWGNINLFDYTDTLVSGKMALNLWPVPHGLEDLLNPIGVTGSNPNKETPCLELEFDWFSSVVKFPDMSVIEEHANWS.... The pKd is 5.0. (3) The small molecule is N#CCC(C1CCCC1)n1cc(-c2ncnc3[nH]ccc23)cn1.O=P(O)(O)O. The target protein (ACVR2B) has sequence MTAPWVALALLWGSLCAGSGRGEAETRECIYYNANWELERTNQSGLERCEGEQDKRLHCYASWRNSSGTIELVKKGCWLDDFNCYDRQECVATEENPQVYFCCCEGNFCNERFTHLPEAGGPEVTYEPPPTAPTLLTVLAYSLLPIGGLSLIVLLAFWMYRHRKPPYGHVDIHEDPGPPPPSPLVGLKPLQLLEIKARGRFGCVWKAQLMNDFVAVKIFPLQDKQSWQSEREIFSTPGMKHENLLQFIAAEKRGSNLEVELWLITAFHDKGSLTDYLKGNIITWNELCHVAETMSRGLSYLHEDVPWCRGEGHKPSIAHRDFKSKNVLLKSDLTAVLADFGLAVRFEPGKPPGDTHGQVGTRRYMAPEVLEGAINFQRDAFLRIDMYAMGLVLWELVSRCKAADGPVDEYMLPFEEEIGQHPSLEELQEVVVHKKMRPTIKDHWLKHPGLAQLCVTIEECWDHDAEARLSAGCVEERVSLIRRSVNGTTSDCLVSLVTSV.... The pKd is 5.0.